Dataset: Catalyst prediction with 721,799 reactions and 888 catalyst types from USPTO. Task: Predict which catalyst facilitates the given reaction. (1) Reactant: [N:1]([CH2:4][CH2:5][C@@:6]1([C:19]2[CH:24]=[CH:23][C:22]([F:25])=[CH:21][CH:20]=2)[O:11][C:10](=[O:12])[N:9]([C@H:13]([C:15]([CH3:18])([CH3:17])[CH3:16])[CH3:14])[CH2:8][CH2:7]1)=[N+]=[N-].C1C=CC(P(C2C=CC=CC=2)C2C=CC=CC=2)=CC=1. Product: [NH2:1][CH2:4][CH2:5][C@@:6]1([C:19]2[CH:24]=[CH:23][C:22]([F:25])=[CH:21][CH:20]=2)[O:11][C:10](=[O:12])[N:9]([C@H:13]([C:15]([CH3:18])([CH3:16])[CH3:17])[CH3:14])[CH2:8][CH2:7]1. The catalyst class is: 20. (2) Reactant: C([O:5][C:6](=[O:25])[CH2:7][C:8]1[C:9]([CH2:23][CH3:24])=[N:10][N:11]([CH2:15][C:16]2[CH:21]=[CH:20][C:19]([NH2:22])=[CH:18][CH:17]=2)[C:12]=1[CH2:13][CH3:14])(C)(C)C.[F:26][C:27]([F:38])([F:37])[C:28]1[CH:36]=[CH:35][C:31]([C:32](O)=[O:33])=[CH:30][CH:29]=1.C(N(C(C)C)CC)(C)C.CN(C(ON1N=NC2C=CC=CC1=2)=[N+](C)C)C.[B-](F)(F)(F)F.C([O-])([O-])=O.[K+].[K+]. Product: [CH2:23]([C:9]1[C:8]([CH2:7][C:6]([OH:5])=[O:25])=[C:12]([CH2:13][CH3:14])[N:11]([CH2:15][C:16]2[CH:17]=[CH:18][C:19]([NH:22][C:32](=[O:33])[C:31]3[CH:35]=[CH:36][C:28]([C:27]([F:26])([F:37])[F:38])=[CH:29][CH:30]=3)=[CH:20][CH:21]=2)[N:10]=1)[CH3:24]. The catalyst class is: 9. (3) Reactant: [NH:1]1[CH2:6][CH2:5][CH:4]([CH2:7][OH:8])[CH2:3][CH2:2]1.C(N(CC)CC)C.[CH3:16][S:17](Cl)(=[O:19])=[O:18]. Product: [CH3:16][S:17]([O:8][CH2:7][CH:4]1[CH2:5][CH2:6][N:1]([S:17]([CH3:16])(=[O:19])=[O:18])[CH2:2][CH2:3]1)(=[O:19])=[O:18]. The catalyst class is: 91. (4) Reactant: [N:1]1[CH:6]=[C:5]([OH:7])[CH:4]=[CH:3][C:2]=1[OH:8].[H-].[Na+].[Br:11][C:12]1[CH:13]=[C:14]([N+]([O-])=O)[C:15]([C:18]#[N:19])=[N:16][CH:17]=1.[CH3:23]I. Product: [Br:11][C:12]1[CH:13]=[C:14]([O:7][C:5]2[CH:4]=[CH:3][C:2](=[O:8])[N:1]([CH3:23])[CH:6]=2)[C:15]([C:18]#[N:19])=[N:16][CH:17]=1. The catalyst class is: 35. (5) Reactant: [N:1]1(/[CH:6]=[CH:7]/[C:8]([O:10]C(C)C)=[O:9])[CH:5]=[N:4][CH:3]=[N:2]1.[OH-].[K+].Cl. Product: [N:1]1(/[CH:6]=[CH:7]/[C:8]([OH:10])=[O:9])[CH:5]=[N:4][CH:3]=[N:2]1. The catalyst class is: 714. (6) Reactant: [F:1][C:2](F)(F)[C:3]([C:8]([F:11])([F:10])[F:9])=[C:4](F)[O:5][CH3:6].C(O)(=O)C.[CH:18]([NH2:20])=[NH:19].[OH-].[Na+]. Product: [F:1][C:2]1[C:3]([C:8]([F:11])([F:10])[F:9])=[C:4]([O:5][CH3:6])[N:20]=[CH:18][N:19]=1. The catalyst class is: 229.